Task: Predict the reactants needed to synthesize the given product.. Dataset: Full USPTO retrosynthesis dataset with 1.9M reactions from patents (1976-2016) (1) Given the product [Br:1][C:2]1[S:6][C:5]([C:7]([CH3:10])([CH3:9])[CH3:8])=[N:4][C:3]=1[C:11]1[CH:16]=[CH:15][N:14]=[C:13]([NH2:25])[N:12]=1, predict the reactants needed to synthesize it. The reactants are: [Br:1][C:2]1[S:6][C:5]([C:7]([CH3:10])([CH3:9])[CH3:8])=[N:4][C:3]=1[C:11]1[CH:16]=[CH:15][N:14]=[C:13](Cl)[N:12]=1.O1CCOCC1.[OH-].[NH4+:25]. (2) The reactants are: Cl[C:2]1[C:3]2[CH:10]=[CH:9][NH:8][C:4]=2[N:5]=[CH:6][N:7]=1.N12CCN(CC1)CC2.[Cl:19][C:20]1[CH:25]=[CH:24][CH:23]=[CH:22][C:21]=1[C:26]1[C:35]([CH:36]([OH:40])[CH2:37][CH:38]=[CH2:39])=[CH:34][C:33]2[C:28](=[C:29]([CH3:41])[CH:30]=[CH:31][CH:32]=2)[N:27]=1.[H-].[Na+]. Given the product [N:5]1[C:4]2[NH:8][CH:9]=[CH:10][C:3]=2[C:2]([O:40][CH:36]([C:35]2[C:26]([C:21]3[CH:22]=[CH:23][CH:24]=[CH:25][C:20]=3[Cl:19])=[N:27][C:28]3[C:33]([CH:34]=2)=[CH:32][CH:31]=[CH:30][C:29]=3[CH3:41])[CH2:37][CH:38]=[CH2:39])=[N:7][CH:6]=1, predict the reactants needed to synthesize it. (3) Given the product [O:1]=[C:2]1[NH:7][C:6]2[CH:8]=[C:9]([CH2:12][N:13]3[CH2:14][CH2:15][N:16]([C:19]4[CH:29]=[CH:28][C:22]([C:23]([OH:25])=[O:24])=[CH:21][CH:20]=4)[CH2:17][CH2:18]3)[CH:10]=[N:11][C:5]=2[N:4]2[CH2:30][CH2:31][CH2:32][C@@H:3]12, predict the reactants needed to synthesize it. The reactants are: [O:1]=[C:2]1[NH:7][C:6]2[CH:8]=[C:9]([CH2:12][N:13]3[CH2:18][CH2:17][N:16]([C:19]4[CH:29]=[CH:28][C:22]([C:23]([O:25]CC)=[O:24])=[CH:21][CH:20]=4)[CH2:15][CH2:14]3)[CH:10]=[N:11][C:5]=2[N:4]2[CH2:30][CH2:31][CH2:32][C@@H:3]12.[Li+].[OH-].